The task is: Predict which catalyst facilitates the given reaction.. This data is from Catalyst prediction with 721,799 reactions and 888 catalyst types from USPTO. (1) Reactant: [F:1][C:2]([F:44])([F:43])[C:3]1[CH:4]=[C:5]([C:13]([CH3:42])([CH3:41])[C:14]([N:16]([CH3:40])[C:17]2[C:18]([C:32]3[CH:37]=[CH:36][C:35]([F:38])=[CH:34][C:33]=3[CH3:39])=[CH:19][C:20]([C@H:23]3[NH:27][C@@:26]([CH3:31])([C:28]([NH2:30])=[O:29])[CH2:25][CH2:24]3)=[N:21][CH:22]=2)=[O:15])[CH:6]=[C:7]([C:9]([F:12])([F:11])[F:10])[CH:8]=1.[ClH:45]. Product: [ClH:45].[F:44][C:2]([F:1])([F:43])[C:3]1[CH:4]=[C:5]([C:13]([CH3:41])([CH3:42])[C:14]([N:16]([CH3:40])[C:17]2[C:18]([C:32]3[CH:37]=[CH:36][C:35]([F:38])=[CH:34][C:33]=3[CH3:39])=[CH:19][C:20]([C@H:23]3[NH:27][C@@:26]([CH3:31])([C:28]([NH2:30])=[O:29])[CH2:25][CH2:24]3)=[N:21][CH:22]=2)=[O:15])[CH:6]=[C:7]([C:9]([F:10])([F:11])[F:12])[CH:8]=1. The catalyst class is: 27. (2) Reactant: C(O[C:4](=[O:30])[CH2:5][O:6][C:7]1[C:8]([N+:27]([O-])=O)=[N:9][C:10]([N:13]2[CH2:17][C@@H:16]([NH:18][C:19]([O:21][C:22]([CH3:25])([CH3:24])[CH3:23])=[O:20])[CH2:15][C:14]2=[O:26])=[CH:11][CH:12]=1)C. Product: [C:22]([O:21][C:19](=[O:20])[NH:18][C@H:16]1[CH2:15][C:14](=[O:26])[N:13]([C:10]2[CH:11]=[CH:12][C:7]3[O:6][CH2:5][C:4](=[O:30])[NH:27][C:8]=3[N:9]=2)[CH2:17]1)([CH3:25])([CH3:23])[CH3:24]. The catalyst class is: 15. (3) Reactant: [Br:1][C:2]1[CH:10]=[CH:9][C:5]([C:6](Cl)=[O:7])=[CH:4][CH:3]=1.[CH3:11][NH2:12]. Product: [Br:1][C:2]1[CH:10]=[CH:9][C:5]([C:6]([NH:12][CH3:11])=[O:7])=[CH:4][CH:3]=1. The catalyst class is: 2. (4) Reactant: [C:1]([OH:9])(=O)[C:2]1[CH:7]=[CH:6][CH:5]=N[CH:3]=1.[NH2:10][C:11]1[C:19]([CH3:20])=[CH:18][C:17]([O:21][CH3:22])=[CH:16][C:12]=1[C:13]([NH2:15])=[O:14].[CH3:23]N(C(ON1N=NC2C=CC=CC1=2)=[N+](C)C)C.F[P-](F)(F)(F)(F)F.CCN(C(C)C)C(C)C. Product: [C:1]([NH:10][C:11]1[C:19]([CH3:20])=[CH:18][C:17]([O:21][CH3:22])=[CH:16][C:12]=1[C:13]([NH2:15])=[O:14])(=[O:9])[C:2]1[CH:3]=[CH:23][CH:5]=[CH:6][CH:7]=1. The catalyst class is: 136.